From a dataset of Forward reaction prediction with 1.9M reactions from USPTO patents (1976-2016). Predict the product of the given reaction. (1) Given the reactants Cl[C:2]1[N:7]=[C:6]([CH3:8])[N:5]=[C:4]([N:9]([CH2:19][C:20]2[CH:25]=[CH:24][C:23]([O:26][CH3:27])=[CH:22][CH:21]=2)[CH2:10][C:11]2[CH:16]=[CH:15][C:14]([O:17][CH3:18])=[CH:13][CH:12]=2)[N:3]=1.[C:28]([O:32][C:33]([N:35]1[CH2:40][CH2:39][N:38]([CH:41]([C:43]2[CH:44]=[C:45](B(O)O)[C:46]([F:49])=[N:47][CH:48]=2)[CH3:42])[CH2:37][CH2:36]1)=[O:34])([CH3:31])([CH3:30])[CH3:29].C([O-])(=O)C.[K+], predict the reaction product. The product is: [CH3:18][O:17][C:14]1[CH:15]=[CH:16][C:11]([CH2:10][N:9]([CH2:19][C:20]2[CH:25]=[CH:24][C:23]([O:26][CH3:27])=[CH:22][CH:21]=2)[C:4]2[N:5]=[C:6]([CH3:8])[N:7]=[C:2]([C:45]3[CH:44]=[C:43]([CH:41]([N:38]4[CH2:37][CH2:36][N:35]([C:33]([O:32][C:28]([CH3:29])([CH3:31])[CH3:30])=[O:34])[CH2:40][CH2:39]4)[CH3:42])[CH:48]=[N:47][C:46]=3[F:49])[N:3]=2)=[CH:12][CH:13]=1. (2) Given the reactants [N:1]([O-:3])=O.[Na+].[N:5]1([C:14]2[CH:19]=[CH:18][C:17]([C:20](=[O:28])[CH2:21][C:22]3[CH:27]=[N:26][CH:25]=[CH:24][N:23]=3)=[CH:16][CH:15]=2)[C:9]2=[N:10][CH:11]=[CH:12][CH:13]=[C:8]2[CH:7]=[CH:6]1, predict the reaction product. The product is: [N:5]1([C:14]2[CH:19]=[CH:18][C:17]([C:20](=[O:28])[CH:21]([NH:1][OH:3])[C:22]3[CH:27]=[N:26][CH:25]=[CH:24][N:23]=3)=[CH:16][CH:15]=2)[C:9]2=[N:10][CH:11]=[CH:12][CH:13]=[C:8]2[CH:7]=[CH:6]1. (3) Given the reactants [F:1][C:2]1[CH:3]=[C:4]2[C:8](=[CH:9][CH:10]=1)[N:7]([CH2:11][C:12]([O:14]C(C)(C)C)=[O:13])[C:6]([CH3:19])=[C:5]2[C:20]1[C:29]2[C:24](=[CH:25][CH:26]=[CH:27][CH:28]=2)[C:23]([OH:30])=[N:22][N:21]=1.[OH-].[Na+].[CH3:33][C:34]1([CH3:37])[CH2:36][O:35]1, predict the reaction product. The product is: [F:1][C:2]1[CH:3]=[C:4]2[C:8](=[CH:9][CH:10]=1)[N:7]([CH2:11][C:12]([OH:14])=[O:13])[C:6]([CH3:19])=[C:5]2[C:20]1[C:29]2[C:24](=[CH:25][CH:26]=[CH:27][CH:28]=2)[C:23](=[O:30])[N:22]([CH2:33][C:34]([OH:35])([CH3:37])[CH3:36])[N:21]=1. (4) The product is: [F:30][C:29]([F:31])([F:32])[O:28][C:26]1[CH:25]=[CH:24][C:14]2[N:15]([CH2:16][O:17][CH2:18][CH2:19][Si:20]([CH3:21])([CH3:23])[CH3:22])[C:11]([C:10]3[C:4]4[C:5](=[N:6][CH:7]=[C:2]([C:49]5[CH:50]=[C:51]([CH:55]=[O:56])[CH:52]=[N:53][CH:54]=5)[CH:3]=4)[N:8]([CH2:33][O:34][CH2:35][CH2:36][Si:37]([CH3:40])([CH3:39])[CH3:38])[N:9]=3)=[N:12][C:13]=2[CH:27]=1. Given the reactants Br[C:2]1[CH:3]=[C:4]2[C:10]([C:11]3[N:15]([CH2:16][O:17][CH2:18][CH2:19][Si:20]([CH3:23])([CH3:22])[CH3:21])[C:14]4[CH:24]=[CH:25][C:26]([O:28][C:29]([F:32])([F:31])[F:30])=[CH:27][C:13]=4[N:12]=3)=[N:9][N:8]([CH2:33][O:34][CH2:35][CH2:36][Si:37]([CH3:40])([CH3:39])[CH3:38])[C:5]2=[N:6][CH:7]=1.CC1(C)C(C)(C)OB([C:49]2[CH:50]=[C:51]([CH:55]=[O:56])[CH:52]=[N:53][CH:54]=2)O1, predict the reaction product. (5) Given the reactants [CH2:1]([O:8][C:9]1[CH:10]=[C:11]([CH:20]=[CH:21][CH:22]=1)[O:12][C:13]1[S:17][C:16]([CH2:18][NH2:19])=[CH:15][CH:14]=1)[C:2]1[CH:7]=[CH:6][CH:5]=[CH:4][CH:3]=1.[N:23]1[C:32]2[C:27](=[CH:28][C:29]([C:33](O)=[O:34])=[CH:30][CH:31]=2)[CH:26]=[CH:25][CH:24]=1.F[P-](F)(F)(F)(F)F.N1(O[P+](N(C)C)(N(C)C)N(C)C)C2C=CC=CC=2N=N1.C(N(CC)CC)C, predict the reaction product. The product is: [CH2:1]([O:8][C:9]1[CH:10]=[C:11]([CH:20]=[CH:21][CH:22]=1)[O:12][C:13]1[S:17][C:16]([CH2:18][NH:19][C:33]([C:29]2[CH:28]=[C:27]3[C:32](=[CH:31][CH:30]=2)[N:23]=[CH:24][CH:25]=[CH:26]3)=[O:34])=[CH:15][CH:14]=1)[C:2]1[CH:3]=[CH:4][CH:5]=[CH:6][CH:7]=1. (6) Given the reactants [C:1]1([C:7]2[CH:12]=[CH:11][CH:10]=[CH:9][C:8]=2[OH:13])[CH:6]=[CH:5][CH:4]=[CH:3][CH:2]=1.Cl[C:15]([O:17][C:18]1[CH:23]=[CH:22][CH:21]=[CH:20][CH:19]=1)=[O:16].C(N(CC)CC)C, predict the reaction product. The product is: [C:15](=[O:16])([O:13][C:8]1[CH:9]=[CH:10][CH:11]=[CH:12][C:7]=1[C:1]1[CH:2]=[CH:3][CH:4]=[CH:5][CH:6]=1)[O:17][C:18]1[CH:23]=[CH:22][CH:21]=[CH:20][CH:19]=1. (7) The product is: [CH3:1][C:2]1[C:3]2[S:11][C:12]([C:14]3[N:19]=[C:18]([CH2:20][CH2:21][C:22]([O:24][C:25]([CH3:28])([CH3:27])[CH3:26])=[O:23])[CH:17]=[CH:16][CH:15]=3)=[N:13][C:5](=[O:7])[C:4]=2[CH:8]=[CH:9][CH:10]=1. Given the reactants [CH3:1][C:2]1[CH:10]=[CH:9][CH:8]=[C:4]([C:5]([OH:7])=O)[C:3]=1[SH:11].[C:12]([C:14]1[N:19]=[C:18]([CH2:20][CH2:21][C:22]([O:24][C:25]([CH3:28])([CH3:27])[CH3:26])=[O:23])[CH:17]=[CH:16][CH:15]=1)#[N:13], predict the reaction product. (8) The product is: [CH:41]1([CH2:38]/[CH:39]=[CH:40]/[C:2]2[CH:11]=[CH:10][CH:9]=[C:8]3[C:3]=2[C:4](=[O:28])[N:5]([C:22]2[CH:27]=[CH:26][CH:25]=[CH:24][CH:23]=2)[C:6]([C@@H:12]([NH:14][C:15](=[O:21])[O:16][C:17]([CH3:20])([CH3:19])[CH3:18])[CH3:13])=[N:7]3)[CH2:46][CH2:45][CH2:44][CH2:43][CH2:42]1. Given the reactants Br[C:2]1[CH:11]=[CH:10][CH:9]=[C:8]2[C:3]=1[C:4](=[O:28])[N:5]([C:22]1[CH:27]=[CH:26][CH:25]=[CH:24][CH:23]=1)[C:6]([C@@H:12]([NH:14][C:15](=[O:21])[O:16][C:17]([CH3:20])([CH3:19])[CH3:18])[CH3:13])=[N:7]2.CCN(C(C)C)C(C)C.[CH2:38]([CH:41]1[CH2:46][CH2:45][CH2:44][CH2:43][CH2:42]1)[CH:39]=[CH2:40].CCOC(C)=O, predict the reaction product. (9) Given the reactants [Cl:1][C:2]1[CH:7]=[CH:6][C:5]([S:8]([NH:11][C@@H:12]2[CH2:18][C:17]([F:20])([F:19])[CH2:16][CH2:15][NH:14][C:13]2=[O:21])(=[O:10])=[O:9])=[CH:4][CH:3]=1.Br[CH2:23][C:24]1[CH:29]=[CH:28][C:27]([C:30]2[O:34][N:33]=[CH:32][CH:31]=2)=[CH:26][CH:25]=1, predict the reaction product. The product is: [Cl:1][C:2]1[CH:7]=[CH:6][C:5]([S:8]([N:11]([C@@H:12]2[CH2:18][C:17]([F:19])([F:20])[CH2:16][CH2:15][NH:14][C:13]2=[O:21])[CH2:23][C:24]2[CH:29]=[CH:28][C:27]([C:30]3[O:34][N:33]=[CH:32][CH:31]=3)=[CH:26][CH:25]=2)(=[O:9])=[O:10])=[CH:4][CH:3]=1. (10) The product is: [NH:1]1[CH2:6][CH2:5][CH2:4][CH:3]([NH:7][C:8](=[O:13])[O:9][CH:10]([CH3:11])[CH3:12])[CH2:2]1. Given the reactants [N:1]1[CH:6]=[CH:5][CH:4]=[C:3]([NH:7][C:8](=[O:13])[O:9][CH:10]([CH3:12])[CH3:11])[CH:2]=1.C(O)(=O)C.[H][H].[OH-].[Na+], predict the reaction product.